This data is from Forward reaction prediction with 1.9M reactions from USPTO patents (1976-2016). The task is: Predict the product of the given reaction. (1) The product is: [Br:1][C:2]1[CH:3]=[C:4]([CH2:9][NH:10][C:11]([C:55]2[CH:54]=[CH:50][CH:49]=[C:48]([C:46]([NH:45][CH2:44][C:35]3[C:36]([NH:37][CH:38]4[CH2:39][CH2:40][O:41][CH2:42][CH2:43]4)=[C:31]4[CH:30]=[N:29][N:28]([CH2:26][CH3:27])[C:32]4=[N:33][C:34]=3[CH2:57][CH3:58])=[O:47])[CH:56]=2)=[O:17])[CH:5]=[C:6]([F:8])[CH:7]=1. Given the reactants [Br:1][C:2]1[CH:3]=[C:4]([CH2:9][NH:10][C:11](=[O:17])OC(C)(C)C)[CH:5]=[C:6]([F:8])[CH:7]=1.Cl.CCN(CC)CC.[CH2:26]([N:28]1[C:32]2=[N:33][C:34]([CH2:57][CH3:58])=[C:35]([CH2:44][NH:45][C:46]([C:48]3[CH:49]=[C:50]([CH:54]=[CH:55][CH:56]=3)C(O)=O)=[O:47])[C:36]([NH:37][CH:38]3[CH2:43][CH2:42][O:41][CH2:40][CH2:39]3)=[C:31]2[CH:30]=[N:29]1)[CH3:27].CN(C(ON1N=NC2C=CC=CC1=2)=[N+](C)C)C.F[P-](F)(F)(F)(F)F, predict the reaction product. (2) Given the reactants [CH3:1][O:2][C:3]1[CH:12]=[CH:11][C:6]2[C:7](=[O:10])[CH2:8][O:9][C:5]=2[C:4]=1[C:13]([O:15][CH3:16])=[O:14].[NH:17]1[C:25]2[C:20](=[CH:21][CH:22]=[CH:23][CH:24]=2)[C:19]([CH:26]=O)=[N:18]1, predict the reaction product. The product is: [NH:17]1[C:25]2[C:20](=[CH:21][CH:22]=[CH:23][CH:24]=2)[C:19](/[CH:26]=[C:8]2\[O:9][C:5]3[C:4]([C:13]([O:15][CH3:16])=[O:14])=[C:3]([O:2][CH3:1])[CH:12]=[CH:11][C:6]=3[C:7]\2=[O:10])=[N:18]1. (3) Given the reactants C(OP([CH2:9][C:10]([O:12][CH2:13][CH3:14])=[O:11])(OCC)=O)C.O1CCCC1.[H-].[Na+].[CH2:22]([O:29][C:30]1[C:37]([O:38][CH3:39])=[CH:36][C:33]([CH:34]=O)=[CH:32][C:31]=1[F:40])[C:23]1[CH:28]=[CH:27][CH:26]=[CH:25][CH:24]=1, predict the reaction product. The product is: [CH2:22]([O:29][C:30]1[C:37]([O:38][CH3:39])=[CH:36][C:33]([CH:34]=[CH:9][C:10]([O:12][CH2:13][CH3:14])=[O:11])=[CH:32][C:31]=1[F:40])[C:23]1[CH:24]=[CH:25][CH:26]=[CH:27][CH:28]=1. (4) Given the reactants [CH3:1][C:2]([CH3:31])([CH2:5][CH2:6][CH2:7][CH2:8][O:9][C:10]1[CH:11]=[CH:12][C:13]2[N:17]=[C:16]([C:18]3[CH:23]=[CH:22][CH:21]=[CH:20][CH:19]=3)[N:15]([C:24]3[CH:29]=[CH:28][CH:27]=[CH:26][CH:25]=3)[C:14]=2[CH:30]=1)[C:3]#[N:4].[OH-:32].[Na+], predict the reaction product. The product is: [CH3:1][C:2]([CH3:31])([CH2:5][CH2:6][CH2:7][CH2:8][O:9][C:10]1[CH:11]=[CH:12][C:13]2[N:17]=[C:16]([C:18]3[CH:19]=[CH:20][CH:21]=[CH:22][CH:23]=3)[N:15]([C:24]3[CH:25]=[CH:26][CH:27]=[CH:28][CH:29]=3)[C:14]=2[CH:30]=1)[C:3]([NH2:4])=[O:32]. (5) Given the reactants [CH3:1][CH2:2][O:3][C:4]([C:6]1[NH:7][C:8]2[C:13]([CH:14]=1)=[CH:12][C:11]([C:15]([OH:17])=O)=[CH:10][CH:9]=2)=[O:5].F[B-](F)(F)F.N1(OC(N(C)C)=[N+](C)C)C2C=CC=CC=2N=N1.[NH:40]1[CH2:44][CH2:43][CH2:42][C@@H:41]1[CH2:45][N:46]1[CH2:50][CH2:49][CH2:48][CH2:47]1.C(N(CC)C(C)C)(C)C, predict the reaction product. The product is: [CH2:2]([O:3][C:4]([C:6]1[NH:7][C:8]2[C:13]([CH:14]=1)=[CH:12][C:11]([C:15]([N:40]1[CH2:44][CH2:43][CH2:42][C@@H:41]1[CH2:45][N:46]1[CH2:50][CH2:49][CH2:48][CH2:47]1)=[O:17])=[CH:10][CH:9]=2)=[O:5])[CH3:1]. (6) Given the reactants C([O:8][C:9]1[CH:14]=[CH:13][C:12]([C@@H:15]([OH:42])[CH2:16][NH:17][CH2:18][CH2:19][C:20]2[CH:21]=[C:22]([NH:26][C:27]([NH:29][C:30]3[CH:35]=[CH:34][CH:33]=[CH:32][C:31]=3[C:36]3[CH:41]=[CH:40][CH:39]=[CH:38][CH:37]=3)=[O:28])[CH:23]=[CH:24][CH:25]=2)=[CH:11][C:10]=1[NH:43][CH:44]=[O:45])C1C=CC=CC=1, predict the reaction product. The product is: [C:31]1([C:36]2[CH:37]=[CH:38][CH:39]=[CH:40][CH:41]=2)[CH:32]=[CH:33][CH:34]=[CH:35][C:30]=1[NH:29][C:27]([NH:26][C:22]1[CH:23]=[CH:24][CH:25]=[C:20]([CH2:19][CH2:18][NH:17][CH2:16][C@@H:15]([C:12]2[CH:13]=[CH:14][C:9]([OH:8])=[C:10]([NH:43][CH:44]=[O:45])[CH:11]=2)[OH:42])[CH:21]=1)=[O:28]. (7) Given the reactants [F:1][C:2]([F:33])([F:32])[O:3][C:4]1[CH:5]=[C:6]([CH:29]=[CH:30][CH:31]=1)[O:7][C:8]1[CH:9]=[C:10]([NH:14][CH2:15][C:16]2[CH:21]=[CH:20][CH:19]=[C:18]([O:22][C:23]([F:28])([F:27])[CH:24]([F:26])[F:25])[CH:17]=2)[CH:11]=[CH:12][CH:13]=1.[F:34][C:35]([F:41])([F:40])S([O-])(=[O:54])=[O:54].[Yb+3].[F:34][C:35]([F:41])([F:40])S([O-])(=O)=O.[F:34][C:35]([F:41])([F:40])S([O-])(=O)=[O:54].[C:59](#N)[CH3:60], predict the reaction product. The product is: [F:1][C:2]([F:32])([F:33])[O:3][C:4]1[CH:5]=[C:6]([CH:29]=[CH:30][CH:31]=1)[O:7][C:8]1[CH:9]=[C:10]([N:14]([CH2:15][C:16]2[CH:21]=[CH:20][CH:19]=[C:18]([O:22][C:23]([F:27])([F:28])[CH:24]([F:26])[F:25])[CH:17]=2)[CH2:60][C@@H:59]([OH:54])[C:35]([F:41])([F:40])[F:34])[CH:11]=[CH:12][CH:13]=1. (8) Given the reactants Cl.FC1C=C(C=CC=1)CN1C=C(C2C3C(=NC=C(C4C=CC(C5CCNCC5)=CC=4)C=3)N(S(C3C=CC(C)=CC=3)(=O)=O)C=2)C=N1.[F:46][C:47]1[CH:48]=[C:49]([CH:95]=[CH:96][CH:97]=1)[CH2:50][N:51]1[CH:55]=[C:54]([C:56]2[C:64]3[C:59](=[N:60][CH:61]=[C:62]([C:65]4[CH:70]=[CH:69][C:68]([NH:71][CH:72]5[CH2:77][CH2:76][N:75]([C:78]([O:80][C:81]([CH3:84])([CH3:83])[CH3:82])=[O:79])[CH2:74][CH2:73]5)=[CH:67][CH:66]=4)[CH:63]=3)[N:58](S(C3C=CC(C)=CC=3)(=O)=O)[CH:57]=2)[CH:53]=[N:52]1.[OH-].[Li+], predict the reaction product. The product is: [F:46][C:47]1[CH:48]=[C:49]([CH:95]=[CH:96][CH:97]=1)[CH2:50][N:51]1[CH:55]=[C:54]([C:56]2[C:64]3[C:59](=[N:60][CH:61]=[C:62]([C:65]4[CH:66]=[CH:67][C:68]([NH:71][CH:72]5[CH2:77][CH2:76][N:75]([C:78]([O:80][C:81]([CH3:83])([CH3:84])[CH3:82])=[O:79])[CH2:74][CH2:73]5)=[CH:69][CH:70]=4)[CH:63]=3)[NH:58][CH:57]=2)[CH:53]=[N:52]1. (9) Given the reactants [CH3:1][N:2]([CH3:12])[C:3]1[CH:8]=[CH:7][C:6](B(O)O)=[CH:5][CH:4]=1.C(=O)([O-])[O-].[Na+].[Na+].[C:19]([NH:27][C:28]1[CH:40]=[C:39](Br)[CH:38]=[CH:37][C:29]=1[C:30]([O:32][C:33]([CH3:36])([CH3:35])[CH3:34])=[O:31])(=[O:26])[C:20]1[CH:25]=[CH:24][CH:23]=[CH:22][CH:21]=1, predict the reaction product. The product is: [C:19]([NH:27][C:28]1[CH:40]=[C:39]([C:6]2[CH:7]=[CH:8][C:3]([N:2]([CH3:12])[CH3:1])=[CH:4][CH:5]=2)[CH:38]=[CH:37][C:29]=1[C:30]([O:32][C:33]([CH3:35])([CH3:36])[CH3:34])=[O:31])(=[O:26])[C:20]1[CH:21]=[CH:22][CH:23]=[CH:24][CH:25]=1.